Dataset: Catalyst prediction with 721,799 reactions and 888 catalyst types from USPTO. Task: Predict which catalyst facilitates the given reaction. (1) Reactant: [N+:1]([C:4]1[CH:5]=[CH:6][C:7]([N:10]2[CH2:15][CH2:14][O:13][CH2:12][CH2:11]2)=[N:8][CH:9]=1)([O-])=O.[H][H]. Product: [N:10]1([C:7]2[N:8]=[CH:9][C:4]([NH2:1])=[CH:5][CH:6]=2)[CH2:15][CH2:14][O:13][CH2:12][CH2:11]1. The catalyst class is: 78. (2) Reactant: [Br:1][C:2]1[C:3]([CH:8]=[O:9])=[N:4][CH:5]=[CH:6][CH:7]=1.[BH4-].[Na+]. Product: [Br:1][C:2]1[C:3]([CH2:8][OH:9])=[N:4][CH:5]=[CH:6][CH:7]=1. The catalyst class is: 92.